From a dataset of Forward reaction prediction with 1.9M reactions from USPTO patents (1976-2016). Predict the product of the given reaction. (1) Given the reactants C(N(CC)CC)C.[O:8]1[CH2:13][CH2:12][CH2:11][CH2:10][CH:9]1[O:14][CH2:15][CH2:16][O:17][C:18]1[S:19][CH:20]=[C:21]([C:23]([NH2:25])=O)[N:22]=1.P(Cl)(Cl)(Cl)=O, predict the reaction product. The product is: [O:8]1[CH2:13][CH2:12][CH2:11][CH2:10][CH:9]1[O:14][CH2:15][CH2:16][O:17][C:18]1[S:19][CH:20]=[C:21]([C:23]#[N:25])[N:22]=1. (2) Given the reactants [CH2:1]([O:3][C@H:4]([C:37]([O:39]CC)=[O:38])[CH2:5][C:6]1[CH:36]=[CH:35][C:9]([O:10][CH2:11]/[CH:12]=[C:13](/[C:15]2[CH:20]=[CH:19][C:18]([C:21]3[CH:26]=[CH:25][CH:24]=[C:23](/[C:27](/[CH3:34])=[CH:28]/[C:29]([O:31]CC)=[O:30])[CH:22]=3)=[CH:17][CH:16]=2)\[CH3:14])=[CH:8][CH:7]=1)[CH3:2].[OH-].[Na+], predict the reaction product. The product is: [C:37]([C@@H:4]([O:3][CH2:1][CH3:2])[CH2:5][C:6]1[CH:36]=[CH:35][C:9]([O:10][CH2:11]/[CH:12]=[C:13](/[C:15]2[CH:20]=[CH:19][C:18]([C:21]3[CH:26]=[CH:25][CH:24]=[C:23](/[C:27](/[CH3:34])=[CH:28]/[C:29]([OH:31])=[O:30])[CH:22]=3)=[CH:17][CH:16]=2)\[CH3:14])=[CH:8][CH:7]=1)([OH:39])=[O:38].